Dataset: NCI-60 drug combinations with 297,098 pairs across 59 cell lines. Task: Regression. Given two drug SMILES strings and cell line genomic features, predict the synergy score measuring deviation from expected non-interaction effect. (1) Drug 1: CC1=CC2C(CCC3(C2CCC3(C(=O)C)OC(=O)C)C)C4(C1=CC(=O)CC4)C. Drug 2: CC1=C(C=C(C=C1)NC(=O)C2=CC=C(C=C2)CN3CCN(CC3)C)NC4=NC=CC(=N4)C5=CN=CC=C5. Cell line: UACC62. Synergy scores: CSS=1.10, Synergy_ZIP=0.902, Synergy_Bliss=0.399, Synergy_Loewe=0.483, Synergy_HSA=-0.0914. (2) Drug 1: CS(=O)(=O)CCNCC1=CC=C(O1)C2=CC3=C(C=C2)N=CN=C3NC4=CC(=C(C=C4)OCC5=CC(=CC=C5)F)Cl. Drug 2: C1C(C(OC1N2C=NC(=NC2=O)N)CO)O. Cell line: SNB-19. Synergy scores: CSS=5.10, Synergy_ZIP=-3.10, Synergy_Bliss=-1.34, Synergy_Loewe=-10.9, Synergy_HSA=-4.23.